From a dataset of Forward reaction prediction with 1.9M reactions from USPTO patents (1976-2016). Predict the product of the given reaction. (1) Given the reactants [OH:1][NH:2][C:3]([C:5]1[CH:22]=[CH:21][C:8]2[N:9]=[C:10]([N:12]3[CH2:17][CH2:16][N:15]([CH:18]([CH3:20])[CH3:19])[CH2:14][CH2:13]3)[S:11][C:7]=2[CH:6]=1)=[NH:4].[C:23](OC(=O)C)(=O)[CH3:24], predict the reaction product. The product is: [CH:18]([N:15]1[CH2:14][CH2:13][N:12]([C:10]2[S:11][C:7]3[CH:6]=[C:5]([C:3]4[N:4]=[C:23]([CH3:24])[O:1][N:2]=4)[CH:22]=[CH:21][C:8]=3[N:9]=2)[CH2:17][CH2:16]1)([CH3:19])[CH3:20]. (2) Given the reactants [Cl:1][C:2]1[C:3]([O:28][C@H:29]2[CH2:34][CH2:33][C@@H:32]([CH2:35][CH3:36])[CH2:31][CH2:30]2)=[CH:4][CH:5]=[C:6]2[C:11]=1[CH:10]=[N:9][C:8]([CH2:12][N:13]1[CH:18]3[CH2:19][CH2:20][CH2:21][CH:14]1[CH2:15][CH:16]([C:22]([O:24]C(C)C)=[O:23])[CH2:17]3)=[CH:7]2.[OH-].[Na+], predict the reaction product. The product is: [Cl:1][C:2]1[C:3]([O:28][C@H:29]2[CH2:30][CH2:31][C@@H:32]([CH2:35][CH3:36])[CH2:33][CH2:34]2)=[CH:4][CH:5]=[C:6]2[C:11]=1[CH:10]=[N:9][C:8]([CH2:12][N:13]1[CH:14]3[CH2:21][CH2:20][CH2:19][CH:18]1[CH2:17][CH:16]([C:22]([OH:24])=[O:23])[CH2:15]3)=[CH:7]2. (3) Given the reactants [CH2:1]([O:3][C:4](=[O:13])[CH2:5][C:6]1[CH:11]=[CH:10][C:9]([Cl:12])=[CH:8][CH:7]=1)[CH3:2].CC(C)([O-])C.[K+].[C:20]([O:24][C:25]([CH3:28])([CH3:27])[CH3:26])(=[O:23])[CH:21]=[CH2:22], predict the reaction product. The product is: [CH2:1]([O:3][C:4](=[O:13])[CH:5]([C:6]1[CH:11]=[CH:10][C:9]([Cl:12])=[CH:8][CH:7]=1)[CH2:22][CH2:21][C:20]([O:24][C:25]([CH3:28])([CH3:27])[CH3:26])=[O:23])[CH3:2]. (4) Given the reactants Cl.Cl.[Br:3][C:4]1[C:9]2[N:10]([C:16]3[CH:21]=[CH:20][CH:19]=[CH:18][CH:17]=3)[C:11]([C@@H:13]([NH2:15])[CH3:14])=[N:12][C:8]=2[CH:7]=[CH:6][C:5]=1[O:22][CH3:23].Cl[C:25]1[N:33]=[CH:32][N:31]=[C:30]2[C:26]=1[N:27]=[CH:28][N:29]2[CH:34]1[CH2:39][CH2:38][CH2:37][CH2:36][O:35]1.CCN(C(C)C)C(C)C, predict the reaction product. The product is: [Br:3][C:4]1[C:9]2[N:10]([C:16]3[CH:17]=[CH:18][CH:19]=[CH:20][CH:21]=3)[C:11]([C@@H:13]([NH:15][C:25]3[N:33]=[CH:32][N:31]=[C:30]4[C:26]=3[N:27]=[CH:28][N:29]4[CH:34]3[CH2:39][CH2:38][CH2:37][CH2:36][O:35]3)[CH3:14])=[N:12][C:8]=2[CH:7]=[CH:6][C:5]=1[O:22][CH3:23]. (5) Given the reactants [CH:1]1([N:4]2[C:12]3[C:7](=[C:8]([C:16]4[NH:20][N:19]=[N:18][N:17]=4)[CH:9]=[C:10]([C:13]([OH:15])=O)[CH:11]=3)[CH:6]=[CH:5]2)[CH2:3][CH2:2]1.[CH3:21][N:22]1[C:26]([NH:27][C:28]2[CH:29]=[C:30]3[C:40](=[CH:41][CH:42]=2)[O:39][C:33]2([CH2:38][CH2:37][NH:36][CH2:35][CH2:34]2)[CH2:32][CH2:31]3)=[CH:25][CH:24]=[N:23]1.Cl.CCN=C=NCCCN(C)C.Cl.C1C=CC2N([OH:65])N=NC=2C=1, predict the reaction product. The product is: [CH:1]1([N:4]2[C:12]3[C:7](=[C:8]([C:16]4[NH:20][N:19]=[N:18][N:17]=4)[CH:9]=[C:10]([C:13]([N:36]4[CH2:35][CH2:34][C:33]5([CH2:32][C:31](=[O:65])[C:30]6[C:40](=[CH:41][CH:42]=[C:28]([NH:27][C:26]7[N:22]([CH3:21])[N:23]=[CH:24][CH:25]=7)[CH:29]=6)[O:39]5)[CH2:38][CH2:37]4)=[O:15])[CH:11]=3)[CH:6]=[CH:5]2)[CH2:3][CH2:2]1. (6) The product is: [N:1]12[CH2:8][CH2:7][CH:4]([CH2:5][CH2:6]1)[C@@H:3]([O:9][C:35](=[O:36])[NH:34][C:24]1[CH:23]=[C:22]([Br:21])[CH:27]=[CH:26][C:25]=1[C:28]1[CH:33]=[CH:32][CH:31]=[CH:30][CH:29]=1)[CH2:2]2. Given the reactants [N:1]12[CH2:8][CH2:7][CH:4]([CH2:5][CH2:6]1)[C@@H:3]([OH:9])[CH2:2]2.[Na].[Na].N12CCC(CC1)[C@@H](O)C2.[Br:21][C:22]1[CH:27]=[CH:26][C:25]([C:28]2[CH:33]=[CH:32][CH:31]=[CH:30][CH:29]=2)=[C:24]([N:34]=[C:35]=[O:36])[CH:23]=1, predict the reaction product.